Dataset: HIV replication inhibition screening data with 41,000+ compounds from the AIDS Antiviral Screen. Task: Binary Classification. Given a drug SMILES string, predict its activity (active/inactive) in a high-throughput screening assay against a specified biological target. (1) The molecule is C=CC1(C)CCC(C(C)C(=O)C(C=C(C)C)OC(C)=O)C12C(=O)Oc1ccccc1C2=O. The result is 0 (inactive). (2) The drug is C#Cc1cc(CN(CC(=O)OC(C)(C)C)CC(=O)OC(C)(C)C)nc(CN(CC(=O)OC(C)(C)C)CC(=O)OC(C)(C)C)c1. The result is 0 (inactive). (3) The molecule is N#CC(=Cc1ccc(O)c(O)c1)C(=O)NCCCCCCCCCCNC(=O)C(C#N)=Cc1ccc(O)c(O)c1. The result is 0 (inactive). (4) The compound is O=C1NC(Cc2ccc(O)c(O)c2)C(=O)N2CCCC12. The result is 0 (inactive). (5) The compound is COC1=C(C2(O)C(=O)N(C)c3ccccc32)C(=O)C(OC)=C(C2(O)C(=O)N(C)c3ccccc32)C1=O. The result is 0 (inactive).